This data is from hERG potassium channel inhibition data for cardiac toxicity prediction from Karim et al.. The task is: Regression/Classification. Given a drug SMILES string, predict its toxicity properties. Task type varies by dataset: regression for continuous values (e.g., LD50, hERG inhibition percentage) or binary classification for toxic/non-toxic outcomes (e.g., AMES mutagenicity, cardiotoxicity, hepatotoxicity). Dataset: herg_karim. (1) The molecule is CCC(O)(c1cn(Cc2ccc3c(-c4ccccc4)c(C(=O)OC)sc3c2)nn1)C(F)(F)F. The result is 1 (blocker). (2) The compound is O=C(O)CCNC1CC[C@]2(Cc3ccccc3Cc3ccccc32)C1. The result is 0 (non-blocker). (3) The molecule is N#Cc1ccc(CCN2CCN(CCc3ccc4c(c3)COC4=O)CC2)cc1OC(F)(F)F. The result is 1 (blocker). (4) The compound is Cc1cc(CN(C)CCN2CCN(c3cccc(Cl)c3)C2=O)on1. The result is 0 (non-blocker). (5) The result is 0 (non-blocker). The drug is O=C(C1CC12CCN(C1CCOCC1)CC2)N1CCN(C2CCCC2)CC1. (6) The compound is C[C@@H]1CCCN1CCc1ccc2nc(-c3ccc(N4CCCCC4)cc3)ccc2c1. The result is 1 (blocker). (7) The molecule is CCCCc1cc(OC2CCN(CCCS(=O)(=O)CCC)CC2)c2ncccc2c1.Cl.Cl. The result is 1 (blocker).